Dataset: Catalyst prediction with 721,799 reactions and 888 catalyst types from USPTO. Task: Predict which catalyst facilitates the given reaction. Reactant: [CH:1]1([C:7]2[C:15]3[CH:14]=[CH:13][C:12]([C:16]([O:18]C)=[O:17])=[CH:11][C:10]=3[N:9]3[CH2:20][C:21](=O)[C:22]4[C:23]5[C:28]([NH:29][CH:30]=4)=[CH:27][CH:26]=[CH:25][C:24]=5[C:8]=23)[CH2:6][CH2:5][CH2:4][CH2:3][CH2:2]1.S(C)C.[OH-].[Na+]. Product: [CH:1]1([C:7]2[C:15]3[CH:14]=[CH:13][C:12]([C:16]([OH:18])=[O:17])=[CH:11][C:10]=3[N:9]3[CH2:20][CH2:21][C:22]4[C:23]5[C:28]([NH:29][CH:30]=4)=[CH:27][CH:26]=[CH:25][C:24]=5[C:8]=23)[CH2:2][CH2:3][CH2:4][CH2:5][CH2:6]1. The catalyst class is: 1.